This data is from Peptide-MHC class II binding affinity with 134,281 pairs from IEDB. The task is: Regression. Given a peptide amino acid sequence and an MHC pseudo amino acid sequence, predict their binding affinity value. This is MHC class II binding data. (1) The peptide sequence is AAATAGLTVYGAFAA. The MHC is HLA-DQA10401-DQB10402 with pseudo-sequence HLA-DQA10401-DQB10402. The binding affinity (normalized) is 0.466. (2) The peptide sequence is YDVPDYASLRSLVAS. The MHC is DRB1_0401 with pseudo-sequence DRB1_0401. The binding affinity (normalized) is 0.440. (3) The peptide sequence is MSLLTEVETYVLSII. The MHC is DRB1_0101 with pseudo-sequence DRB1_0101. The binding affinity (normalized) is 0.313. (4) The peptide sequence is AFKSAATAANAAPAN. The MHC is HLA-DPA10201-DPB11401 with pseudo-sequence HLA-DPA10201-DPB11401. The binding affinity (normalized) is 0.578. (5) The peptide sequence is KRWIILGLNKIVRMYSPTSI. The MHC is HLA-DPA10201-DPB11401 with pseudo-sequence HLA-DPA10201-DPB11401. The binding affinity (normalized) is 0.516. (6) The peptide sequence is RGGMVAPLYGVEGTK. The MHC is HLA-DQA10201-DQB10402 with pseudo-sequence HLA-DQA10201-DQB10402. The binding affinity (normalized) is 0.